From a dataset of Catalyst prediction with 721,799 reactions and 888 catalyst types from USPTO. Predict which catalyst facilitates the given reaction. (1) Reactant: [CH3:1][NH:2][C:3](=[O:23])[C:4](=[O:22])[CH2:5][CH2:6][CH2:7][CH2:8][CH2:9][CH2:10][C:11](=[O:21])[NH:12][NH:13][C:14]([C:16]1[S:17][CH:18]=[CH:19][CH:20]=1)=O.[OH-].COC(NS([N+](CC)(CC)CC)(=O)=O)=O. Product: [CH3:1][NH:2][C:3](=[O:23])[C:4](=[O:22])[CH2:5][CH2:6][CH2:7][CH2:8][CH2:9][CH2:10][C:11]1[O:21][C:14]([C:16]2[S:17][CH:18]=[CH:19][CH:20]=2)=[N:13][N:12]=1. The catalyst class is: 1. (2) Reactant: [OH-].[K+:2].[OH:3][C:4]1[CH:9]=[CH:8][C:7](/[CH:10]=[CH:11]/[C:12]([OH:14])=[O:13])=[CH:6][C:5]=1[O:15][CH3:16]. Product: [OH:3][C:4]1[CH:9]=[CH:8][C:7](/[CH:10]=[CH:11]/[C:12]([O-:14])=[O:13])=[CH:6][C:5]=1[O:15][CH3:16].[K+:2]. The catalyst class is: 5. (3) Reactant: [Br:1][C:2]1[CH:7]=[CH:6][C:5]([O:8][Si:9]([C:22]([CH3:25])([CH3:24])[CH3:23])([C:16]2[CH:21]=[CH:20][CH:19]=[CH:18][CH:17]=2)[C:10]2[CH:15]=[CH:14][CH:13]=[CH:12][CH:11]=2)=[CH:4][C:3]=1[CH2:26][OH:27].C(N(CC)C(C)C)(C)C.[CH3:37][S:38](O[S:38]([CH3:37])(=[O:40])=[O:39])(=[O:40])=[O:39].C(=O)(O)[O-].[Na+]. Product: [Br:1][C:2]1[CH:7]=[CH:6][C:5]([O:8][Si:9]([C:22]([CH3:23])([CH3:24])[CH3:25])([C:10]2[CH:15]=[CH:14][CH:13]=[CH:12][CH:11]=2)[C:16]2[CH:17]=[CH:18][CH:19]=[CH:20][CH:21]=2)=[CH:4][C:3]=1[CH2:26][O:27][S:38]([CH3:37])(=[O:40])=[O:39]. The catalyst class is: 2. (4) The catalyst class is: 9. Product: [CH:11]1([O:10][C:5]2[CH:4]=[CH:3][C:2]([F:1])=[CH:9][C:6]=2[CH:7]=[O:8])[CH2:15][CH2:14][CH2:13][CH2:12]1. Reactant: [F:1][C:2]1[CH:9]=[C:6]([CH:7]=[O:8])[C:5]([OH:10])=[CH:4][CH:3]=1.[CH:11]1(OS(C)(=O)=O)[CH2:15][CH2:14][CH2:13][CH2:12]1.C(=O)([O-])[O-].[K+].[K+]. (5) Reactant: [C:1]([O:5][C:6]([N:8]1[CH2:13][CH2:12][CH2:11][C@@H:10]([C:14]([OH:16])=O)[N:9]1[C:17]([O:19][C:20]([CH3:23])([CH3:22])[CH3:21])=[O:18])=[O:7])([CH3:4])([CH3:3])[CH3:2].C([N:27](C(C)C)CC)(C)C.[CH2:33](N)[CH2:34][C:35]1[CH:40]=[CH:39][CH:38]=[CH:37][CH:36]=1.C1C=CC2N(O)N=NC=2C=1.CN(C(ON1N=NC2C=CC=CC1=2)=[N+](C)C)C.F[P-](F)(F)(F)(F)F. Product: [C:1]([O:5][C:6]([N:8]1[CH2:13][CH2:12][CH2:11][C@:10]([C:14](=[O:16])[NH2:27])([CH2:33][CH2:34][C:35]2[CH:40]=[CH:39][CH:38]=[CH:37][CH:36]=2)[N:9]1[C:17]([O:19][C:20]([CH3:22])([CH3:23])[CH3:21])=[O:18])=[O:7])([CH3:3])([CH3:2])[CH3:4]. The catalyst class is: 215.